Dataset: Catalyst prediction with 721,799 reactions and 888 catalyst types from USPTO. Task: Predict which catalyst facilitates the given reaction. (1) Product: [Cl:32][C:28]1[CH:27]=[C:26]([C:24]2[O:23][N:22]=[C:21]([C@@H:19]([N:17]3[CH2:16][CH2:15][CH2:14][N:13]4[C:9]([C:6]5[CH:7]=[CH:8][N:3]=[CH:4][CH:5]=5)=[N:10][N:11]=[C:12]34)[CH3:20])[N:25]=2)[CH:31]=[CH:30][CH:29]=1. The catalyst class is: 18. Reactant: [H-].[Na+].[N:3]1[CH:8]=[CH:7][C:6]([C:9]2[N:13]3[CH2:14][CH2:15][CH2:16][NH:17][C:12]3=[N:11][N:10]=2)=[CH:5][CH:4]=1.Cl[CH:19]([C:21]1[N:25]=[C:24]([C:26]2[CH:31]=[CH:30][CH:29]=[C:28]([Cl:32])[CH:27]=2)[O:23][N:22]=1)[CH3:20].[NH4+].[Cl-]. (2) Reactant: Cl.CN(C)CCCN=C=NCC.ON1C2C=CC=CC=2N=N1.[Br:23][C:24]1[CH:25]=[C:26]2[C:30](=[CH:31][CH:32]=1)[N:29]([CH2:33][C:34]1[CH:39]=[CH:38][CH:37]=[C:36]([F:40])[CH:35]=1)[C:28]([C:41](O)=[O:42])=[CH:27]2.[NH2:44][C:45]1[CH:46]=[N:47][C:48]([N:51]2[CH2:54][CH2:53][CH2:52]2)=[CH:49][CH:50]=1. Product: [N:51]1([C:48]2[N:47]=[CH:46][C:45]([NH:44][C:41]([C:28]3[N:29]([CH2:33][C:34]4[CH:39]=[CH:38][CH:37]=[C:36]([F:40])[CH:35]=4)[C:30]4[C:26]([CH:27]=3)=[CH:25][C:24]([Br:23])=[CH:32][CH:31]=4)=[O:42])=[CH:50][CH:49]=2)[CH2:54][CH2:53][CH2:52]1. The catalyst class is: 248. (3) Reactant: Br[C:2]1[S:6][C:5]([C:7]([O:9][CH2:10][CH3:11])=[O:8])=[CH:4][CH:3]=1.[CH3:12][C:13]1([CH3:19])[CH2:18][NH:17][CH2:16][CH2:15][NH:14]1.C1(P(C2C=CC=CC=2)C2C=CC3C(=CC=CC=3)C=2C2C3C(=CC=CC=3)C=CC=2P(C2C=CC=CC=2)C2C=CC=CC=2)C=CC=CC=1.C(=O)([O-])[O-].[Cs+].[Cs+]. Product: [CH3:12][C:13]1([CH3:19])[NH:14][CH2:15][CH2:16][N:17]([C:2]2[S:6][C:5]([C:7]([O:9][CH2:10][CH3:11])=[O:8])=[CH:4][CH:3]=2)[CH2:18]1. The catalyst class is: 164.